This data is from Forward reaction prediction with 1.9M reactions from USPTO patents (1976-2016). The task is: Predict the product of the given reaction. Given the reactants CC1C=C(N2CCN(CC3C=CC(C(F)(F)F)=CC=3)C2=O)SC=1C(OCC)=O.[CH3:29][C:30]1[N:31]=[C:32]([N:40]2[CH2:44][CH2:43][N:42]([CH2:45][C:46]3[CH:51]=[CH:50][N:49]=[CH:48][CH:47]=3)[C:41]2=[O:52])[S:33][C:34]=1[C:35]([O:37]CC)=[O:36], predict the reaction product. The product is: [CH3:29][C:30]1[N:31]=[C:32]([N:40]2[CH2:44][CH2:43][N:42]([CH2:45][C:46]3[CH:51]=[CH:50][N:49]=[CH:48][CH:47]=3)[C:41]2=[O:52])[S:33][C:34]=1[C:35]([OH:37])=[O:36].